Predict the reaction yield, written as a fraction of the theoretical maximum amount of product (1.0 means a 100% yield; for example, 0.34 means a 34% yield). From a dataset of Reaction yield outcomes from USPTO patents with 853,638 reactions. The reactants are [CH:1]([C:4]1[CH:9]=[C:8]([CH3:10])[CH:7]=[CH:6][C:5]=1[NH:11][C:12]([NH:14][C:15]([NH:17][CH2:18][C:19]1[CH:24]=[CH:23][C:22]([C:25]2[N:29]=[CH:28][N:27]([C:30]3[CH:35]=[CH:34][C:33]([O:36][C:37]([F:40])([F:39])[F:38])=[CH:32][CH:31]=3)[N:26]=2)=[CH:21][CH:20]=1)=[O:16])=[S:13])([CH3:3])[CH3:2].C([O-])(=O)C.[Na+].Cl[CH2:47][C:48](=O)[CH3:49].C(#N)C. The catalyst is [Cl-].[Na+].O.ClCCl. The product is [CH:1]([C:4]1[CH:9]=[C:8]([CH3:10])[CH:7]=[CH:6][C:5]=1[N:11]1[C:48]([CH3:49])=[CH:47][S:13]/[C:12]/1=[N:14]\[C:15]([NH:17][CH2:18][C:19]1[CH:20]=[CH:21][C:22]([C:25]2[N:29]=[CH:28][N:27]([C:30]3[CH:31]=[CH:32][C:33]([O:36][C:37]([F:40])([F:39])[F:38])=[CH:34][CH:35]=3)[N:26]=2)=[CH:23][CH:24]=1)=[O:16])([CH3:3])[CH3:2]. The yield is 0.210.